From a dataset of Full USPTO retrosynthesis dataset with 1.9M reactions from patents (1976-2016). Predict the reactants needed to synthesize the given product. (1) Given the product [N:17]([CH2:11][C:8]1[CH:7]=[C:6]([C:2]2[O:1][CH:5]=[CH:4][CH:3]=2)[O:10][N:9]=1)=[N+:18]=[N-:19], predict the reactants needed to synthesize it. The reactants are: [O:1]1[CH:5]=[CH:4][CH:3]=[C:2]1[C:6]1[O:10][N:9]=[C:8]([CH2:11]OS(C)(=O)=O)[CH:7]=1.[N-:17]=[N+:18]=[N-:19].[Na+]. (2) Given the product [CH3:13][CH:14]([CH3:33])[CH:15]([C:27]1[CH:28]=[CH:29][CH:30]=[CH:31][CH:32]=1)[C:16]([NH:18][C@@H:19]1[C@@H:26]2[C@@H:22]([CH2:23][N:24]([CH3:2])[CH2:25]2)[CH2:21][CH2:20]1)=[O:17], predict the reactants needed to synthesize it. The reactants are: F[C:2](F)(F)C1C=C(C=CC=1)C=O.[CH3:13][CH:14]([CH3:33])[CH:15]([C:27]1[CH:32]=[CH:31][CH:30]=[CH:29][CH:28]=1)[C:16]([NH:18][C@@H:19]1[C@@H:26]2[C@@H:22]([CH2:23][NH:24][CH2:25]2)[CH2:21][CH2:20]1)=[O:17].C1(C(C2CCCCC2)C(N[C@@H]2[C@H]3[C@H](CNC3)CC2)=O)CCCCC1. (3) Given the product [OH:41][C:33]([C:27]1[CH:32]=[CH:31][CH:30]=[CH:29][CH:28]=1)([C:37]([F:38])([F:39])[F:40])[C:34]([N:16]1[CH2:17][CH2:18][CH2:19][C@H:15]1[C:14]([NH:13][CH2:12][C:11]1[CH:21]=[C:22]([Cl:25])[CH:23]=[CH:24][C:10]=1[CH2:9][NH:8][C:6]([O:5][C:1]([CH3:4])([CH3:2])[CH3:3])=[O:7])=[O:20])=[O:35], predict the reactants needed to synthesize it. The reactants are: [C:1]([O:5][C:6]([NH:8][CH2:9][C:10]1[CH:24]=[CH:23][C:22]([Cl:25])=[CH:21][C:11]=1[CH2:12][NH:13][C:14](=[O:20])[C@@H:15]1[CH2:19][CH2:18][CH2:17][NH:16]1)=[O:7])([CH3:4])([CH3:3])[CH3:2].[Na].[C:27]1([C:33]([OH:41])([C:37]([F:40])([F:39])[F:38])[C:34](O)=[O:35])[CH:32]=[CH:31][CH:30]=[CH:29][CH:28]=1.CN([P+](ON1N=NC2C=CC=CC1=2)(N(C)C)N(C)C)C.F[P-](F)(F)(F)(F)F.